Dataset: Full USPTO retrosynthesis dataset with 1.9M reactions from patents (1976-2016). Task: Predict the reactants needed to synthesize the given product. (1) Given the product [CH2:9]([O:8][C:1]([C:2]1[N:32]=[C:31]([S:30][CH3:29])[NH:33][C:14](=[O:16])[C:13]=1[O:12][CH3:11])=[O:7])[CH3:10], predict the reactants needed to synthesize it. The reactants are: [C:1]([O:8][CH2:9][CH3:10])(=[O:7])[C:2](OCC)=O.[CH3:11][O:12][CH2:13][C:14]([O:16]C)=O.[H-].[Na+].[O-]CC.[Na+].S(O)(O)(=O)=O.[CH3:29][S:30][C:31](=[NH:33])[NH2:32]. (2) Given the product [CH:1]([O:4][C:5](=[O:14])[C:6]1[CH:11]=[C:10]([CH3:12])[C:9]([NH:18][CH:15]([CH3:17])[CH3:16])=[N:8][CH:7]=1)([CH3:3])[CH3:2], predict the reactants needed to synthesize it. The reactants are: [CH:1]([O:4][C:5](=[O:14])[C:6]1[CH:11]=[C:10]([CH3:12])[C:9](Cl)=[N:8][CH:7]=1)([CH3:3])[CH3:2].[CH:15]([NH2:18])([CH3:17])[CH3:16].